Dataset: TCR-epitope binding with 47,182 pairs between 192 epitopes and 23,139 TCRs. Task: Binary Classification. Given a T-cell receptor sequence (or CDR3 region) and an epitope sequence, predict whether binding occurs between them. (1) The epitope is NLVPMVATV. The TCR CDR3 sequence is CASSQTGTDTEAFF. Result: 1 (the TCR binds to the epitope). (2) The epitope is FVDGVPFVV. The TCR CDR3 sequence is CASSLGSGRSSYEQYF. Result: 1 (the TCR binds to the epitope). (3) The epitope is GTITSGWTF. Result: 0 (the TCR does not bind to the epitope). The TCR CDR3 sequence is CASSLGRDVFF. (4) The epitope is GLCTLVAML. The TCR CDR3 sequence is CASSQSPGGMQYF. Result: 1 (the TCR binds to the epitope). (5) The epitope is AYILFTRFFYV. The TCR CDR3 sequence is CASSQAAGSINEQFF. Result: 1 (the TCR binds to the epitope).